This data is from Aqueous solubility values for 9,982 compounds from the AqSolDB database. The task is: Regression/Classification. Given a drug SMILES string, predict its absorption, distribution, metabolism, or excretion properties. Task type varies by dataset: regression for continuous measurements (e.g., permeability, clearance, half-life) or binary classification for categorical outcomes (e.g., BBB penetration, CYP inhibition). For this dataset (solubility_aqsoldb), we predict Y. (1) The drug is [H-].[H-].[Ti+2]. The Y is -5.70 log mol/L. (2) The molecule is Clc1ccc(-c2c(Cl)c(Cl)c(Cl)c(Cl)c2Cl)c(Cl)c1. The Y is -8.97 log mol/L. (3) The molecule is Nc1cc(Cl)c(Cl)cc1Cl. The Y is -3.44 log mol/L. (4) The drug is CC(=O)c1cc(O)c(O)c(O)c1. The Y is -1.47 log mol/L. (5) The drug is O=C(Nc1ccccn1)c1cccnc1. The Y is -2.98 log mol/L. (6) The drug is CCCCC(CC)COC(=O)c1ccccc1. The Y is -5.77 log mol/L.